From a dataset of PAMPA (Parallel Artificial Membrane Permeability Assay) permeability data from NCATS. Regression/Classification. Given a drug SMILES string, predict its absorption, distribution, metabolism, or excretion properties. Task type varies by dataset: regression for continuous measurements (e.g., permeability, clearance, half-life) or binary classification for categorical outcomes (e.g., BBB penetration, CYP inhibition). Dataset: pampa_ncats. The molecule is C1C(N(CC2=CC=CN21)CC3=CN=CC=C3)CNC(=O)NC4=CC=CC=C4. The result is 0 (low-to-moderate permeability).